This data is from Forward reaction prediction with 1.9M reactions from USPTO patents (1976-2016). The task is: Predict the product of the given reaction. (1) Given the reactants [CH3:1][N:2]([CH3:28])[C:3]1[NH:4][C:5](=[O:27])[CH:6]=[C:7]([C:9]([NH:11][CH:12]([C:16]2[CH:21]=[CH:20][C:19]([O:22][C:23]([F:26])([F:25])[F:24])=[CH:18][CH:17]=2)[CH2:13][O:14][CH3:15])=[O:10])[N:8]=1, predict the reaction product. The product is: [CH3:28][N:2]([CH3:1])[C:3]1[NH:4][C:5](=[O:27])[CH:6]=[C:7]([C:9]([NH:11][C@@H:12]([C:16]2[CH:21]=[CH:20][C:19]([O:22][C:23]([F:26])([F:25])[F:24])=[CH:18][CH:17]=2)[CH2:13][O:14][CH3:15])=[O:10])[N:8]=1. (2) Given the reactants C(OC(=O)[CH2:5][N:6]1[CH:10]=[C:9]([C:11]2[CH:16]=[CH:15][CH:14]=[CH:13][C:12]=2[O:17][CH3:18])[N:8]=[C:7]1[C@@H:19]([NH:24][C:25]([O:27]CC1C=CC=CC=1)=O)[CH2:20][CH2:21][CH2:22][CH3:23])C, predict the reaction product. The product is: [CH2:20]([C:19]1[C:7]2[N:6]([CH:10]=[C:9]([C:11]3[CH:16]=[CH:15][CH:14]=[CH:13][C:12]=3[O:17][CH3:18])[N:8]=2)[CH2:5][C:25](=[O:27])[N:24]=1)[CH2:21][CH2:22][CH3:23]. (3) Given the reactants [CH3:1][CH2:2][C:3]1[CH:4]=[C:5]2[CH2:13][CH:12]([NH:14][CH2:15][C@H:16]([OH:29])[C:17]3[CH:18]=[CH:19][C:20]([OH:28])=[C:21]4[NH:27][C:25](=[O:26])[CH:24]=[CH:23][C:22]=34)[CH2:11][C:6]2=[CH:7][C:8]=1[CH2:9][CH3:10].[C:30]([OH:37])(=[O:36])/[CH:31]=[CH:32]\[C:33]([OH:35])=[O:34], predict the reaction product. The product is: [CH3:10][CH2:9][C:8]1[CH:7]=[C:6]2[CH2:11][CH:12]([NH:14][CH2:15][C@H:16]([OH:29])[C:17]3[CH:18]=[CH:19][C:20]([OH:28])=[C:21]4[NH:27][C:25](=[O:26])[CH:24]=[CH:23][C:22]=34)[CH2:13][C:5]2=[CH:4][C:3]=1[CH2:2][CH3:1].[CH:31](/[C:30]([OH:37])=[O:36])=[CH:32]/[C:33]([OH:35])=[O:34]. (4) Given the reactants C1(O)(O)CCCC1.N1C=CC=CC=1.[C:14]1([CH3:24])[CH:19]=[CH:18][C:17]([S:20](Cl)(=[O:22])=[O:21])=[CH:16][CH:15]=1.C([O:28][C:29](=[O:31])[CH3:30])(=O)C, predict the reaction product. The product is: [C:29]([O:28][S:20]([C:17]1[CH:18]=[CH:19][C:14]([CH3:24])=[CH:15][CH:16]=1)(=[O:22])=[O:21])(=[O:31])[CH3:30]. (5) Given the reactants [CH2:1]([C:4]1[S:28][C:7]2[N:8]=[C:9]([C:25]([OH:27])=O)[N:10]=[C:11]([N:12]3[CH2:17][CH2:16][N:15]4[C:18]([C:21]([F:24])([F:23])[F:22])=[N:19][N:20]=[C:14]4[CH2:13]3)[C:6]=2[CH:5]=1)[CH2:2][CH3:3].[NH2:29][C:30]1[CH:35]=[CH:34][CH:33]=[CH:32][CH:31]=1.CN(C(ON1N=NC2C=CC=NC1=2)=[N+](C)C)C.F[P-](F)(F)(F)(F)F.C(N(CC)CC)C, predict the reaction product. The product is: [C:30]1([NH:29][C:25]([C:9]2[N:10]=[C:11]([N:12]3[CH2:17][CH2:16][N:15]4[C:18]([C:21]([F:24])([F:22])[F:23])=[N:19][N:20]=[C:14]4[CH2:13]3)[C:6]3[CH:5]=[C:4]([CH2:1][CH2:2][CH3:3])[S:28][C:7]=3[N:8]=2)=[O:27])[CH:35]=[CH:34][CH:33]=[CH:32][CH:31]=1.